From a dataset of Full USPTO retrosynthesis dataset with 1.9M reactions from patents (1976-2016). Predict the reactants needed to synthesize the given product. (1) Given the product [F:10][C:11]1[CH:16]=[CH:15][C:14]([C:17]2[O:18][C:19]3[CH:29]=[CH:28][C:27]([C:30]4[CH:38]=[CH:37][CH:36]=[C:32]([C:33]([N:2]5[CH2:3][C:4]6[C:9](=[CH:8][CH:7]=[CH:6][CH:5]=6)[CH2:1]5)=[O:34])[CH:31]=4)=[CH:26][C:20]=3[C:21]=2[C:22]([NH:23][CH3:24])=[O:25])=[CH:13][CH:12]=1, predict the reactants needed to synthesize it. The reactants are: [CH2:1]1[C:9]2[C:4](=[CH:5][CH:6]=[CH:7][CH:8]=2)[CH2:3][NH:2]1.[F:10][C:11]1[CH:16]=[CH:15][C:14]([C:17]2[O:18][C:19]3[CH:29]=[CH:28][C:27]([C:30]4[CH:31]=[C:32]([CH:36]=[CH:37][CH:38]=4)[C:33](O)=[O:34])=[CH:26][C:20]=3[C:21]=2[C:22](=[O:25])[NH:23][CH3:24])=[CH:13][CH:12]=1.CN(C(ON1N=NC2C=CC=NC1=2)=[N+](C)C)C.F[P-](F)(F)(F)(F)F.CCN(C(C)C)C(C)C. (2) Given the product [C:1]1([CH2:9][CH2:10][OH:11])([CH2:4][CH2:5][OH:6])[CH2:3][CH2:2]1, predict the reactants needed to synthesize it. The reactants are: [C:1]1([CH2:9][C:10](OCC)=[O:11])([CH2:4][C:5](OC)=[O:6])[CH2:3][CH2:2]1.[H-].[Al+3].[Li+].[H-].[H-].[H-].C(O)(C)C.Cl. (3) Given the product [CH3:28][C:27](=[CH2:26])[CH2:29][O:1][C:2]1[CH:7]=[CH:6][C:5]([N+:8]([O-:10])=[O:9])=[CH:4][C:3]=1[NH:11][C:12](=[O:18])[O:13][C:14]([CH3:15])([CH3:17])[CH3:16], predict the reactants needed to synthesize it. The reactants are: [OH:1][C:2]1[CH:7]=[CH:6][C:5]([N+:8]([O-:10])=[O:9])=[CH:4][C:3]=1[NH:11][C:12](=[O:18])[O:13][C:14]([CH3:17])([CH3:16])[CH3:15].C([O-])([O-])=O.[K+].[K+].Cl[CH2:26][C:27]([CH3:29])=[CH2:28]. (4) Given the product [Cl:32][C@@H:6]1[CH2:7][CH2:2][CH2:3][N:4]([CH2:8][CH2:9][C:10]2[CH:11]=[CH:12][C:13]([N:16]([CH3:17])[CH3:18])=[CH:14][CH:15]=2)[CH2:5]1, predict the reactants needed to synthesize it. The reactants are: O[CH2:2][C@H:3]1[CH2:7][CH2:6][CH2:5][N:4]1[CH2:8][CH2:9][C:10]1[CH:15]=[CH:14][C:13]([N:16]([CH3:18])[CH3:17])=[CH:12][CH:11]=1.C(N(C(C)C)CC)(C)C.CS([Cl:32])(=O)=O.C(=O)([O-])O.[Na+]. (5) Given the product [F:1][C:2]1[CH:3]=[CH:4][C:5]([C:8]2[CH:25]=[C:11]3[CH:12]=[C:13]([C:16]4[CH:17]=[C:18]([C:22]([OH:24])([C:26]#[CH:27])[CH3:23])[CH:19]=[CH:20][CH:21]=4)[CH:14]=[CH:15][N:10]3[N:9]=2)=[CH:6][CH:7]=1, predict the reactants needed to synthesize it. The reactants are: [F:1][C:2]1[CH:7]=[CH:6][C:5]([C:8]2[CH:25]=[C:11]3[CH:12]=[C:13]([C:16]4[CH:17]=[C:18]([C:22](=[O:24])[CH3:23])[CH:19]=[CH:20][CH:21]=4)[CH:14]=[CH:15][N:10]3[N:9]=2)=[CH:4][CH:3]=1.[C:26]([Mg]Br)#[CH:27]. (6) Given the product [CH2:16]1[CH:7]([OH:6])[CH2:8][C:9]2[C:14](=[CH:13][CH:12]=[CH:11][CH:10]=2)[CH2:15]1, predict the reactants needed to synthesize it. The reactants are: C([Mg]Br)=C.C[O:6][C:7]1[CH:8]=[C:9]2[C:14](=[CH:15][CH:16]=1)[C:13](=O)[CH2:12][CH2:11][CH2:10]2.[NH4+].[Cl-]. (7) Given the product [CH3:21][O:22][C:23]1[CH:28]=[C:27]([N:29]2[CH2:30][CH2:31][O:32][CH2:33][CH2:34]2)[CH:26]=[CH:25][C:24]=1[NH:35][C:2]1[CH:7]=[C:6]([NH:8][C:9]2[CH:18]=[CH:17][CH:16]=[CH:15][C:10]=2[C:11]([NH:13][CH3:14])=[O:12])[C:5]([CH:19]=[CH2:20])=[CH:4][N:3]=1, predict the reactants needed to synthesize it. The reactants are: Cl[C:2]1[CH:7]=[C:6]([NH:8][C:9]2[CH:18]=[CH:17][CH:16]=[CH:15][C:10]=2[C:11]([NH:13][CH3:14])=[O:12])[C:5]([CH:19]=[CH2:20])=[CH:4][N:3]=1.[CH3:21][O:22][C:23]1[CH:28]=[C:27]([N:29]2[CH2:34][CH2:33][O:32][CH2:31][CH2:30]2)[CH:26]=[CH:25][C:24]=1[NH2:35].C([O-])([O-])=O.[Cs+].[Cs+].C1C=CC(P(C2C(C3C(P(C4C=CC=CC=4)C4C=CC=CC=4)=CC=C4C=3C=CC=C4)=C3C(C=CC=C3)=CC=2)C2C=CC=CC=2)=CC=1.